Task: Predict the reaction yield, written as a fraction of the theoretical maximum amount of product (1.0 means a 100% yield; for example, 0.34 means a 34% yield).. Dataset: Reaction yield outcomes from USPTO patents with 853,638 reactions (1) The reactants are [OH-].[Na+].[CH3:3][C:4]1[C:13]([NH:14][C:15](=[O:30])[C:16]2[CH:21]=[C:20]([N:22]3[CH2:27][CH2:26][C:25](=[O:28])[CH2:24][CH2:23]3)[CH:19]=[CH:18][C:17]=2[CH3:29])=[C:12]([CH3:31])[CH:11]=[CH:10][C:5]=1[C:6]([O:8]C)=[O:7].CO. The catalyst is C1COCC1. The product is [CH3:3][C:4]1[C:13]([NH:14][C:15](=[O:30])[C:16]2[CH:21]=[C:20]([N:22]3[CH2:27][CH2:26][C:25](=[O:28])[CH2:24][CH2:23]3)[CH:19]=[CH:18][C:17]=2[CH3:29])=[C:12]([CH3:31])[CH:11]=[CH:10][C:5]=1[C:6]([OH:8])=[O:7]. The yield is 0.501. (2) The reactants are [CH3:1][C:2]1[C:3]([C:16]23[CH2:21][CH:20]2[CH2:19][CH2:18][CH:17]3[OH:22])=[CH:4][C:5]2[C:6]([CH3:15])([CH3:14])[CH2:7][CH2:8][C:9]([CH3:13])([CH3:12])[C:10]=2[CH:11]=1.[Cr](Cl)([O-])(=O)=O.[NH+]1C=CC=CC=1. No catalyst specified. The product is [CH3:1][C:2]1[C:3]([C:16]23[CH2:21][CH:20]2[CH2:19][CH2:18][C:17]3=[O:22])=[CH:4][C:5]2[C:6]([CH3:15])([CH3:14])[CH2:7][CH2:8][C:9]([CH3:12])([CH3:13])[C:10]=2[CH:11]=1. The yield is 0.990. (3) The reactants are Br[CH:2]1[CH2:6][CH2:5][CH2:4][CH2:3]1.[O:7]=[CH:8][C:9]1[CH:17]=[CH:16][C:13]([O:14][CH3:15])=[C:11]([OH:12])[CH:10]=1.C(=O)([O-])[O-].[K+].[K+]. The catalyst is CCO. The product is [CH:2]1([O:12][C:11]2[CH:10]=[C:9]([CH:17]=[CH:16][C:13]=2[O:14][CH3:15])[CH:8]=[O:7])[CH2:6][CH2:5][CH2:4][CH2:3]1. The yield is 0.970.